From a dataset of Reaction yield outcomes from USPTO patents with 853,638 reactions. Predict the reaction yield, written as a fraction of the theoretical maximum amount of product (1.0 means a 100% yield; for example, 0.34 means a 34% yield). (1) The reactants are Cl[C:2]1[S:6][C:5]([C:7](=[O:9])[CH3:8])=[CH:4][C:3]=1[N+:10]([O-:12])=[O:11].[F:13][C:14]1[C:19]([F:20])=[C:18]([Cl:21])[C:17]([F:22])=[C:16]([F:23])[C:15]=1[SH:24]. No catalyst specified. The product is [Cl:21][C:18]1[C:17]([F:22])=[C:16]([F:23])[C:15]([S:24][C:2]2[S:6][C:5]([C:7](=[O:9])[CH3:8])=[CH:4][C:3]=2[N+:10]([O-:12])=[O:11])=[C:14]([F:13])[C:19]=1[F:20]. The yield is 0.570. (2) The reactants are Br[C:2]1[S:3][CH:4]=[C:5]([C:7]2[CH:12]=[CH:11][CH:10]=[CH:9][C:8]=2[Cl:13])[N:6]=1.[N:14]1([C:20]([O:22][C:23]([CH3:26])([CH3:25])[CH3:24])=[O:21])[CH2:19][CH2:18][NH:17][CH2:16][CH2:15]1.C(=O)([O-])[O-].[K+].[K+].O. The catalyst is CN(C)C=O. The product is [Cl:13][C:8]1[CH:9]=[CH:10][CH:11]=[CH:12][C:7]=1[C:5]1[N:6]=[C:2]([N:17]2[CH2:16][CH2:15][N:14]([C:20]([O:22][C:23]([CH3:26])([CH3:25])[CH3:24])=[O:21])[CH2:19][CH2:18]2)[S:3][CH:4]=1. The yield is 0.669. (3) The reactants are C(O[C:9]1[C:14]([O:15][CH3:16])=[CH:13][CH:12]=[CH:11][C:10]=1[CH2:17][CH:18]([OH:28])[CH2:19][O:20][Si:21]([C:24]([CH3:27])([CH3:26])[CH3:25])([CH3:23])[CH3:22])C1C=CC=CC=1.[Si](OCC(O)CC1C=CC=C(OC)C=1O)(C(C)(C)C)(C)C.C1(O)C=CC=CC=1.C1(P(C2C=CC=CC=2)C2C=CC=CC=2)C=CC=CC=1.CCOC(/N=N/C(OCC)=O)=O. The catalyst is [Pd]. The product is [C:24]([Si:21]([O:20][CH2:19][CH:18]1[CH2:17][C:10]2[CH:11]=[CH:12][CH:13]=[C:14]([O:15][CH3:16])[C:9]=2[O:28]1)([CH3:22])[CH3:23])([CH3:25])([CH3:26])[CH3:27]. The yield is 0.800. (4) The reactants are [CH2:1]([S:3](Cl)(=[O:5])=[O:4])[CH3:2].[NH2:7][CH2:8][CH2:9][CH2:10][CH2:11][CH2:12][C:13]([OH:15])=[O:14].Cl.C(OCC)(=O)C. The catalyst is O1CCOCC1.[OH-].[Na+]. The product is [CH2:1]([S:3]([NH:7][CH2:8][CH2:9][CH2:10][CH2:11][CH2:12][C:13]([OH:15])=[O:14])(=[O:5])=[O:4])[CH3:2]. The yield is 0.400.